This data is from Catalyst prediction with 721,799 reactions and 888 catalyst types from USPTO. The task is: Predict which catalyst facilitates the given reaction. (1) Reactant: [CH2:1]([O:8][C:9]1[CH:13]=[CH:12][S:11][C:10]=1[CH2:14]O)[C:2]1[CH:7]=[CH:6][CH:5]=[CH:4][CH:3]=1.[C:16]1(=[O:26])[NH:20][C:19](=[O:21])[C:18]2=[CH:22][CH:23]=[CH:24][CH:25]=[C:17]12.C1(P(C2C=CC=CC=2)C2C=CC=CC=2)C=CC=CC=1.N(C(OC(C)C)=O)=NC(OC(C)C)=O. Product: [CH2:1]([O:8][C:9]1[CH:13]=[CH:12][S:11][C:10]=1[CH2:14][N:20]1[C:16](=[O:26])[C:17]2[C:18](=[CH:22][CH:23]=[CH:24][CH:25]=2)[C:19]1=[O:21])[C:2]1[CH:3]=[CH:4][CH:5]=[CH:6][CH:7]=1. The catalyst class is: 30. (2) Reactant: C(OC(=O)[N:7]([C:28]1[CH:33]=[CH:32][C:31]([CH:34]=[CH:35][CH2:36][CH2:37][N:38]2[CH:42]=[CH:41][N:40]=[N:39]2)=[CH:30][CH:29]=1)[CH2:8][C:9]1[N:10]=[C:11]([CH:14]=[CH:15][C:16]2[CH:21]=[CH:20][C:19]([S:22]([C:24]([F:27])([F:26])[F:25])=[O:23])=[CH:18][CH:17]=2)[O:12][CH:13]=1)(C)(C)C.O.C(=O)([O-])[O-].[Na+].[Na+]. Product: [N:38]1([CH2:37][CH2:36][CH:35]=[CH:34][C:31]2[CH:32]=[CH:33][C:28]([NH:7][CH2:8][C:9]3[N:10]=[C:11]([CH:14]=[CH:15][C:16]4[CH:17]=[CH:18][C:19]([S:22]([C:24]([F:26])([F:27])[F:25])=[O:23])=[CH:20][CH:21]=4)[O:12][CH:13]=3)=[CH:29][CH:30]=2)[CH:42]=[CH:41][N:40]=[N:39]1. The catalyst class is: 330.